This data is from Full USPTO retrosynthesis dataset with 1.9M reactions from patents (1976-2016). The task is: Predict the reactants needed to synthesize the given product. (1) Given the product [CH3:1][N:2]1[CH2:3][CH2:4][CH:5]([O:8][C:9]2[CH:10]=[CH:11][C:12]([C:15]3[CH:20]=[CH:19][CH:18]=[C:17]([NH:21][C:9]([C:10]4[C:27]5[C:28](=[CH:3][CH:4]=[CH:5][CH:6]=5)[CH:13]=[CH:12][CH:11]=4)=[O:8])[CH:16]=3)=[CH:13][CH:14]=2)[CH2:6][CH2:7]1, predict the reactants needed to synthesize it. The reactants are: [CH3:1][N:2]1[CH2:7][CH2:6][CH:5]([O:8][C:9]2[CH:14]=[CH:13][C:12]([C:15]3[CH:20]=[CH:19][CH:18]=[C:17]([NH2:21])[CH:16]=3)=[CH:11][CH:10]=2)[CH2:4][CH2:3]1.C(N([CH2:27][CH3:28])CC)C. (2) Given the product [CH3:15][N:16]([N:11]=[N:1][C:2]1[CH:6]=[CH:5][S:4][C:3]=1[C:7]([O:9][CH3:10])=[O:8])[CH3:17], predict the reactants needed to synthesize it. The reactants are: [NH2:1][C:2]1[CH:6]=[CH:5][S:4][C:3]=1[C:7]([O:9][CH3:10])=[O:8].[N:11]([O-])=O.[Na+].[CH3:15][NH:16][CH3:17]. (3) Given the product [CH:1]1([C:4]2[O:5][C:6]([C:9]3[CH:10]=[C:11]4[C:15](=[CH:16][CH:17]=3)[N:14]([S:18]([C:21]3[CH:27]=[CH:26][C:24]([CH3:25])=[CH:23][CH:22]=3)(=[O:20])=[O:19])[CH:13]=[C:12]4[B:29]3[O:33][C:32]([CH3:35])([CH3:34])[C:31]([CH3:37])([CH3:36])[O:30]3)=[N:7][N:8]=2)[CH2:3][CH2:2]1, predict the reactants needed to synthesize it. The reactants are: [CH:1]1([C:4]2[O:5][C:6]([C:9]3[CH:10]=[C:11]4[C:15](=[CH:16][CH:17]=3)[N:14]([S:18]([C:21]3[CH:27]=[CH:26][C:24]([CH3:25])=[CH:23][CH:22]=3)(=[O:20])=[O:19])[CH:13]=[C:12]4I)=[N:7][N:8]=2)[CH2:3][CH2:2]1.[B:29]1([B:29]2[O:33][C:32]([CH3:35])([CH3:34])[C:31]([CH3:37])([CH3:36])[O:30]2)[O:33][C:32]([CH3:35])([CH3:34])[C:31]([CH3:37])([CH3:36])[O:30]1.C([O-])(=O)C.[K+].C(Cl)Cl. (4) Given the product [CH:18]1([CH2:17][N:16]2[CH2:20][CH2:19][C@@H:14]([NH:13][C:10]3[N:11]=[CH:12][C:7](/[CH:6]=[CH:5]/[C:4]([O:3][CH2:1][CH3:2])=[O:27])=[N:8][CH:9]=3)[CH2:15]2)[CH2:12][CH2:7][CH2:6][CH2:5][CH2:4]1, predict the reactants needed to synthesize it. The reactants are: [CH2:1]([O:3][C:4](=[O:27])/[CH:5]=[CH:6]/[C:7]1[N:8]=[CH:9][C:10]([NH:13][C@@H:14]2[CH2:19][CH2:18][CH2:17][N:16]([C:20](OC(C)(C)C)=O)[CH2:15]2)=[N:11][CH:12]=1)[CH3:2].Cl.